This data is from Reaction yield outcomes from USPTO patents with 853,638 reactions. The task is: Predict the reaction yield, written as a fraction of the theoretical maximum amount of product (1.0 means a 100% yield; for example, 0.34 means a 34% yield). (1) The catalyst is O1CCOCC1. The reactants are Br[C:2]1[CH:3]=[C:4]2[C:9](=[CH:10][C:11]=1[F:12])[N:8]([CH3:13])[C:7](=[O:14])[CH2:6][CH2:5]2.[CH3:15][C:16]1([CH3:32])[C:20]([CH3:22])([CH3:21])[O:19][B:18]([B:18]2[O:19][C:20]([CH3:22])([CH3:21])[C:16]([CH3:32])([CH3:15])[O:17]2)[O:17]1.C([O-])(=O)C.[K+].CCCCCC. The yield is 0.470. The product is [F:12][C:11]1[CH:10]=[C:9]2[C:4]([CH2:5][CH2:6][C:7](=[O:14])[N:8]2[CH3:13])=[CH:3][C:2]=1[B:18]1[O:19][C:20]([CH3:22])([CH3:21])[C:16]([CH3:32])([CH3:15])[O:17]1. (2) The reactants are [CH3:1][O:2][C:3]1[CH:8]=[CH:7][CH:6]=[CH:5][C:4]=1[OH:9].F[C:11]1[CH:16]=[CH:15][CH:14]=[CH:13][C:12]=1[N+:17]([O-:19])=[O:18].COC1C=CC=CC=1OC1C=CC=CC=1N.NC1SC=CN=1. No catalyst specified. The product is [CH3:1][O:2][C:3]1[CH:8]=[CH:7][CH:6]=[CH:5][C:4]=1[O:9][C:11]1[CH:16]=[CH:15][CH:14]=[CH:13][C:12]=1[N+:17]([O-:19])=[O:18]. The yield is 0.810. (3) The reactants are [BH4-].[Li+].[N+:3]([C:6]1[CH:7]=[C:8]([CH:12]([CH3:17])[C:13](OC)=[O:14])[CH:9]=[CH:10][CH:11]=1)([O-:5])=[O:4]. The catalyst is C1COCC1. The product is [N+:3]([C:6]1[CH:7]=[C:8]([CH:12]([CH3:17])[CH2:13][OH:14])[CH:9]=[CH:10][CH:11]=1)([O-:5])=[O:4]. The yield is 1.00. (4) The product is [Cl:21][C:22]1[CH:23]=[CH:24][C:25]([CH:28]([C:29]2[CH:30]=[CH:31][CH:32]=[CH:33][CH:34]=2)[N:1]2[CH2:4][CH:3]([CH2:5][O:6][C:7]3[C:16]([CH:17]4[CH2:19][CH2:18]4)=[CH:15][C:10]([C:11]([O:13][CH3:14])=[O:12])=[C:9]([F:20])[CH:8]=3)[CH2:2]2)=[CH:26][CH:27]=1. The reactants are [NH:1]1[CH2:4][CH:3]([CH2:5][O:6][C:7]2[C:16]([CH:17]3[CH2:19][CH2:18]3)=[CH:15][C:10]([C:11]([O:13][CH3:14])=[O:12])=[C:9]([F:20])[CH:8]=2)[CH2:2]1.[Cl:21][C:22]1[CH:27]=[CH:26][C:25]([CH:28](Cl)[C:29]2[CH:34]=[CH:33][CH:32]=[CH:31][CH:30]=2)=[CH:24][CH:23]=1.C(=O)([O-])[O-].[K+].[K+].[I-].[Na+]. The catalyst is CC#N.CCOC(C)=O.[Cl-].[Na+].O. The yield is 0.500.